This data is from Full USPTO retrosynthesis dataset with 1.9M reactions from patents (1976-2016). The task is: Predict the reactants needed to synthesize the given product. (1) Given the product [CH2:1]([O:3][C:4](=[O:32])[C:5]([CH3:31])([CH3:30])[CH2:6][C:7]1[CH:12]=[CH:11][CH:10]=[C:9]([C:13]2([C:14]3[CH:19]=[CH:18][CH:17]=[C:16]([CH2:20][C:21]([C:24]([O:26][CH2:27][CH3:28])=[O:25])([CH3:23])[CH3:22])[CH:15]=3)[S:37][CH2:33][CH2:34][CH2:35][S:36]2)[CH:8]=1)[CH3:2], predict the reactants needed to synthesize it. The reactants are: [CH2:1]([O:3][C:4](=[O:32])[C:5]([CH3:31])([CH3:30])[CH2:6][C:7]1[CH:12]=[CH:11][CH:10]=[C:9]([C:13](=O)[C:14]2[CH:19]=[CH:18][CH:17]=[C:16]([CH2:20][C:21]([C:24]([O:26][CH2:27][CH3:28])=[O:25])([CH3:23])[CH3:22])[CH:15]=2)[CH:8]=1)[CH3:2].[CH2:33]([SH:37])[CH2:34][CH2:35][SH:36].B(F)(F)F.CCOCC.[OH-].[Na+]. (2) Given the product [CH3:2][C:3]1([CH3:24])[C:11]2[C:6](=[CH:7][C:8]([C:12]3[N:13]=[C:14]([N:17]4[CH2:22][CH2:21][CH:20]([NH:23][CH2:34][CH2:33][OH:32])[CH2:19][CH2:18]4)[S:15][CH:16]=3)=[CH:9][CH:10]=2)[CH2:5][CH2:4]1, predict the reactants needed to synthesize it. The reactants are: Cl.[CH3:2][C:3]1([CH3:24])[C:11]2[C:6](=[CH:7][C:8]([C:12]3[N:13]=[C:14]([N:17]4[CH2:22][CH2:21][CH:20]([NH2:23])[CH2:19][CH2:18]4)[S:15][CH:16]=3)=[CH:9][CH:10]=2)[CH2:5][CH2:4]1.[Si]([O:32][CH2:33][CH:34]=O)(C(C)(C)C)(C)C.C[N+](C)(C)C.C1COCC1. (3) Given the product [Cl:1][C:2]1[N:7]=[C:6]([C:16]2[CH:17]=[C:12]([C:9](=[O:11])[CH3:10])[CH:13]=[CH:14][CH:15]=2)[CH:5]=[CH:4][N:3]=1, predict the reactants needed to synthesize it. The reactants are: [Cl:1][C:2]1[N:7]=[C:6](Cl)[CH:5]=[CH:4][N:3]=1.[C:9]([C:12]1[CH:13]=[C:14](B(O)O)[CH:15]=[CH:16][CH:17]=1)(=[O:11])[CH3:10].